This data is from Full USPTO retrosynthesis dataset with 1.9M reactions from patents (1976-2016). The task is: Predict the reactants needed to synthesize the given product. (1) Given the product [Cl:1][C:2]1[N:3]=[CH:4][CH:5]=[C:6]2[CH:12]=[C:11]([CH3:13])[NH:8][C:7]=12, predict the reactants needed to synthesize it. The reactants are: [Cl:1][C:2]1[C:7]([N+:8]([O-])=O)=[CH:6][CH:5]=[CH:4][N:3]=1.[C:11]([Mg]Br)([CH3:13])=[CH2:12].O1CCCC1. (2) Given the product [Cl:1][C:2]1[C:10]([Cl:11])=[CH:9][CH:8]=[CH:7][C:3]=1[C:4]([Cl:12])=[O:5], predict the reactants needed to synthesize it. The reactants are: [Cl:1][C:2]1[C:10]([Cl:11])=[CH:9][CH:8]=[CH:7][C:3]=1[C:4](O)=[O:5].[Cl:12]C1C(C(F)(F)F)=CC=CC=1C(O)=O.